Predict which catalyst facilitates the given reaction. From a dataset of Catalyst prediction with 721,799 reactions and 888 catalyst types from USPTO. Reactant: [CH:1]1([CH:6]([C:27]2[CH:32]=[CH:31][C:30]([CH2:33][OH:34])=[CH:29][CH:28]=2)[C:7]([NH:9][C:10]2[CH:11]=[C:12]([CH:24]=[CH:25][CH:26]=2)[CH2:13][C:14]2([C:17]([O:19][C:20]([CH3:23])([CH3:22])[CH3:21])=[O:18])[CH2:16][CH2:15]2)=[O:8])[CH2:5][CH2:4][CH2:3][CH2:2]1.CC(OI1(OC(C)=O)(OC(C)=O)OC(=O)C2C=CC=CC1=2)=O. Product: [CH:1]1([CH:6]([C:27]2[CH:32]=[CH:31][C:30]([CH:33]=[O:34])=[CH:29][CH:28]=2)[C:7]([NH:9][C:10]2[CH:11]=[C:12]([CH:24]=[CH:25][CH:26]=2)[CH2:13][C:14]2([C:17]([O:19][C:20]([CH3:22])([CH3:21])[CH3:23])=[O:18])[CH2:16][CH2:15]2)=[O:8])[CH2:5][CH2:4][CH2:3][CH2:2]1. The catalyst class is: 4.